This data is from Forward reaction prediction with 1.9M reactions from USPTO patents (1976-2016). The task is: Predict the product of the given reaction. Given the reactants [C:1]1(=[N:7][OH:8])[CH2:6][CH2:5][CH2:4][CH2:3][CH2:2]1.C(O[Cl:14])(C)(C)C.C1CCC=CC=1, predict the reaction product. The product is: [ClH:14].[CH:4]12[CH2:5][CH2:6][CH:1]([CH:2]=[CH:3]1)[NH:7][O:8]2.